From a dataset of Forward reaction prediction with 1.9M reactions from USPTO patents (1976-2016). Predict the product of the given reaction. (1) The product is: [C:1]([C:4]1[C:28](=[O:29])[C@@:8]2([CH3:30])[C:9]3[C:15]([OH:16])=[CH:14][C:13]([O:17][CH2:18][C:19]4[CH:24]=[CH:23][CH:22]=[CH:21][CH:20]=4)=[C:12]([C:25]([NH:27][CH2:32][C:33]4[CH:38]=[CH:37][CH:36]=[CH:35][CH:34]=4)=[O:26])[C:10]=3[O:11][C:7]2=[CH:6][C:5]=1[OH:31])(=[O:3])[CH3:2]. Given the reactants [C:1]([C:4]1[C:28](=[O:29])[C@@:8]2([CH3:30])[C:9]3[C:15]([OH:16])=[CH:14][C:13]([O:17][CH2:18][C:19]4[CH:24]=[CH:23][CH:22]=[CH:21][CH:20]=4)=[C:12]([C:25]([NH2:27])=[O:26])[C:10]=3[O:11][C:7]2=[CH:6][C:5]=1[OH:31])(=[O:3])[CH3:2].[CH:32](=O)[C:33]1[CH:38]=[CH:37][CH:36]=[CH:35][CH:34]=1.C([SiH](CC)CC)C.FC(F)(F)C(O)=O, predict the reaction product. (2) Given the reactants [OH:1][C:2]([CH3:24])([CH3:23])[CH2:3][C@@:4]1([C:17]2[CH:22]=[CH:21][CH:20]=[CH:19][CH:18]=2)[O:9][C:8](=[O:10])[N:7]([C@H:11]2[CH2:16][CH2:15][CH2:14][NH:13][CH2:12]2)[CH2:6][CH2:5]1.Br[C:26]1[S:27][C:28]([C:31]([NH:33][C:34]([CH3:37])([CH3:36])[CH3:35])=[O:32])=[CH:29][N:30]=1, predict the reaction product. The product is: [C:34]([NH:33][C:31]([C:28]1[S:27][C:26]([N:13]2[CH2:14][CH2:15][CH2:16][C@H:11]([N:7]3[CH2:6][CH2:5][C@:4]([CH2:3][C:2]([OH:1])([CH3:24])[CH3:23])([C:17]4[CH:18]=[CH:19][CH:20]=[CH:21][CH:22]=4)[O:9][C:8]3=[O:10])[CH2:12]2)=[N:30][CH:29]=1)=[O:32])([CH3:37])([CH3:35])[CH3:36]. (3) Given the reactants [CH3:1][C:2]1[N:7]=[C:6]([C:8]2[CH:13]=[CH:12][CH:11]=[CH:10][C:9]=2[C:14]([F:17])([F:16])[F:15])[NH:5][C:4](=O)[CH:3]=1.P(Cl)(Cl)([Cl:21])=O.C(N(CCC)CCC)CC, predict the reaction product. The product is: [Cl:21][C:4]1[CH:3]=[C:2]([CH3:1])[N:7]=[C:6]([C:8]2[CH:13]=[CH:12][CH:11]=[CH:10][C:9]=2[C:14]([F:17])([F:16])[F:15])[N:5]=1.